Predict which catalyst facilitates the given reaction. From a dataset of Catalyst prediction with 721,799 reactions and 888 catalyst types from USPTO. Reactant: [F:1][C:2]1[CH:3]=[C:4]2[C:9](=[CH:10][CH:11]=1)[C:8](=[O:12])O[C:6]([C:13]([OH:15])=[O:14])=[C:5]2[C:16]1[CH:21]=[CH:20][CH:19]=[CH:18][CH:17]=1.[NH2:22][CH2:23][C:24]1[CH:32]=[CH:31][C:27]2[O:28][CH2:29][CH2:30][C:26]=2[CH:25]=1.C(N(CC)CC)C. Product: [O:28]1[C:27]2[CH:31]=[CH:32][C:24]([CH2:23][N:22]3[C:6]([C:13]([OH:15])=[O:14])=[C:5]([C:16]4[CH:21]=[CH:20][CH:19]=[CH:18][CH:17]=4)[C:4]4[C:9](=[CH:10][CH:11]=[C:2]([F:1])[CH:3]=4)[C:8]3=[O:12])=[CH:25][C:26]=2[CH2:30][CH2:29]1. The catalyst class is: 5.